From a dataset of TCR-epitope binding with 47,182 pairs between 192 epitopes and 23,139 TCRs. Binary Classification. Given a T-cell receptor sequence (or CDR3 region) and an epitope sequence, predict whether binding occurs between them. (1) The epitope is KLNVGDYFV. The TCR CDR3 sequence is CASSQGTSGTDTQYF. Result: 0 (the TCR does not bind to the epitope). (2) The epitope is FTYASALWEI. The TCR CDR3 sequence is CAISEFSYNEQFF. Result: 1 (the TCR binds to the epitope). (3) The epitope is KLSYGIATV. The TCR CDR3 sequence is CSVSGSYSNQPQHF. Result: 1 (the TCR binds to the epitope). (4) The epitope is RLRAEAQVK. The TCR CDR3 sequence is CASSQTPGEQYF. Result: 1 (the TCR binds to the epitope). (5) The epitope is TEILPVSMTK. The TCR CDR3 sequence is CASGWTGVSYEQYF. Result: 0 (the TCR does not bind to the epitope). (6) The epitope is ELAGIGILTV. The TCR CDR3 sequence is CASSFGTGLTYEQYF. Result: 1 (the TCR binds to the epitope).